The task is: Predict the product of the given reaction.. This data is from Forward reaction prediction with 1.9M reactions from USPTO patents (1976-2016). (1) Given the reactants [CH:1]1([C:4]2[CH:5]=[CH:6][C:7]([N+:23]([O-])=O)=[C:8]([NH:10][CH:11]3[CH2:16][CH2:15][N:14]([CH:17]4[CH2:22][CH2:21][O:20][CH2:19][CH2:18]4)[CH2:13][CH2:12]3)[CH:9]=2)[CH2:3][CH2:2]1.[Sn](Cl)Cl.Cl, predict the reaction product. The product is: [CH:1]1([C:4]2[CH:9]=[C:8]([NH:10][CH:11]3[CH2:16][CH2:15][N:14]([CH:17]4[CH2:22][CH2:21][O:20][CH2:19][CH2:18]4)[CH2:13][CH2:12]3)[C:7]([NH2:23])=[CH:6][CH:5]=2)[CH2:2][CH2:3]1. (2) Given the reactants [CH3:1][O:2][C:3]1[C:10]([O:11][CH3:12])=[CH:9][CH:8]=[CH:7][C:4]=1[CH2:5][NH2:6].[CH2:13]1[CH2:19][S:16](=[O:18])(=[O:17])[O:15][CH2:14]1, predict the reaction product. The product is: [CH3:1][O:2][C:3]1[C:10]([O:11][CH3:12])=[CH:9][CH:8]=[CH:7][C:4]=1[CH2:5][NH:6][CH2:14][CH2:13][CH2:19][S:16]([OH:18])(=[O:17])=[O:15]. (3) The product is: [C:20]1([CH2:26][C:27]([NH:1][CH:2]2[C:15](=[O:16])[N:4]3[C:5]([C:12]([OH:14])=[O:13])=[C:6]([CH2:9][O:10][CH3:11])[CH2:7][S:8][C@H:3]23)=[O:28])[CH:25]=[CH:24][CH:23]=[CH:22][CH:21]=1. Given the reactants [NH2:1][CH:2]1[C:15](=[O:16])[N:4]2[C:5]([C:12]([OH:14])=[O:13])=[C:6]([CH2:9][O:10][CH3:11])[CH2:7][S:8][C@H:3]12.C(Cl)Cl.[C:20]1([CH2:26][C:27](Cl)=[O:28])[CH:25]=[CH:24][CH:23]=[CH:22][CH:21]=1, predict the reaction product. (4) Given the reactants [Cl:1][C:2]1[CH:7]=[CH:6][C:5]([N:8]2[C:13]([OH:14])=[C:12]([C:15](OCC)=[O:16])[C:11](=[O:20])[N:10]([CH2:21][C:22]3[CH:27]=[CH:26][CH:25]=[CH:24][CH:23]=3)[C:9]2=[O:28])=[CH:4][CH:3]=1.C1CCN2C(=NCCC2)CC1.[NH2:40][CH2:41][C:42]([OH:44])=[O:43], predict the reaction product. The product is: [Cl:1][C:2]1[CH:3]=[CH:4][C:5]([N:8]2[C:13]([OH:14])=[C:12]([C:15]([NH:40][CH2:41][C:42]([OH:44])=[O:43])=[O:16])[C:11](=[O:20])[N:10]([CH2:21][C:22]3[CH:27]=[CH:26][CH:25]=[CH:24][CH:23]=3)[C:9]2=[O:28])=[CH:6][CH:7]=1. (5) Given the reactants C([O:5][C:6](=[O:40])[CH2:7][N:8]1[C:16]2[C:15](=[O:17])[N:14]([C:18]3[CH:23]=[CH:22][C:21]([Cl:24])=[CH:20][CH:19]=3)[C:13]([C:25]3[CH:30]=[CH:29][C:28]([CH:31]([CH3:33])[CH3:32])=[CH:27][CH:26]=3)=[N:12][C:11]=2[C:10]([C:34]2[CH:39]=[CH:38][CH:37]=[CH:36][CH:35]=2)=[N:9]1)(C)(C)C.C(O)(C(F)(F)F)=O, predict the reaction product. The product is: [Cl:24][C:21]1[CH:20]=[CH:19][C:18]([N:14]2[C:15](=[O:17])[C:16]3[N:8]([CH2:7][C:6]([OH:40])=[O:5])[N:9]=[C:10]([C:34]4[CH:39]=[CH:38][CH:37]=[CH:36][CH:35]=4)[C:11]=3[N:12]=[C:13]2[C:25]2[CH:26]=[CH:27][C:28]([CH:31]([CH3:33])[CH3:32])=[CH:29][CH:30]=2)=[CH:23][CH:22]=1. (6) The product is: [C:9]([O:13][C:14]([NH:15][N:16]=[C:5]([CH2:7][CH3:8])[C:1]([CH3:4])([CH3:3])[CH3:2])=[O:17])([CH3:12])([CH3:11])[CH3:10]. Given the reactants [C:1]([C:5]([CH2:7][CH3:8])=O)([CH3:4])([CH3:3])[CH3:2].[C:9]([O:13][C:14](=[O:17])[NH:15][NH2:16])([CH3:12])([CH3:11])[CH3:10], predict the reaction product.